From a dataset of Reaction yield outcomes from USPTO patents with 853,638 reactions. Predict the reaction yield, written as a fraction of the theoretical maximum amount of product (1.0 means a 100% yield; for example, 0.34 means a 34% yield). (1) The reactants are [Cl:1][CH2:2][CH2:3][CH2:4][S:5](Cl)(=[O:7])=[O:6].C(N(CC)CC)C.[OH:16][CH2:17][C:18]([CH3:35])([CH3:34])[C@@H:19]([O:26][Si:27]([CH3:33])([CH3:32])[C:28]([CH3:31])([CH3:30])[CH3:29])/[CH:20]=[CH:21]/[C:22]([O:24][CH3:25])=[O:23]. The catalyst is ClCCl.CN(C1C=CN=CC=1)C. The product is [Cl:1][CH2:2][CH2:3][CH2:4][S:5]([O:16][CH2:17][C:18]([CH3:35])([CH3:34])[C@@H:19]([O:26][Si:27]([CH3:33])([CH3:32])[C:28]([CH3:30])([CH3:29])[CH3:31])/[CH:20]=[CH:21]/[C:22]([O:24][CH3:25])=[O:23])(=[O:7])=[O:6]. The yield is 0.840. (2) The reactants are [O:1]=[C:2]1[C:7]([CH2:8][C:9]2[CH:14]=[CH:13][C:12]([C:15]3[C:16]([C:21]#[N:22])=[CH:17][CH:18]=[CH:19][CH:20]=3)=[CH:11][CH:10]=2)=[C:6]([CH2:23][CH2:24][CH3:25])[N:5]2[N:26]=[CH:27][CH:28]=[C:4]2[N:3]1[CH:29]1[CH2:34][CH2:33][O:32][CH2:31][CH2:30]1.C([Sn](=O)CCCC)CCC.[N:45]([Si](C)(C)C)=[N+:46]=[N-:47].C1(C)C=CC=CC=1. The catalyst is C(OCC)(=O)C. The product is [CH2:23]([C:6]1[N:5]2[N:26]=[CH:27][CH:28]=[C:4]2[N:3]([CH:29]2[CH2:30][CH2:31][O:32][CH2:33][CH2:34]2)[C:2](=[O:1])[C:7]=1[CH2:8][C:9]1[CH:14]=[CH:13][C:12]([C:15]2[CH:20]=[CH:19][CH:18]=[CH:17][C:16]=2[C:21]2[NH:47][N:46]=[N:45][N:22]=2)=[CH:11][CH:10]=1)[CH2:24][CH3:25]. The yield is 0.460. (3) The reactants are [CH2:1]([O:3][C:4](=[O:13])[CH:5]([CH2:10][CH:11]=[CH2:12])[CH2:6][C:7](C)=C)[CH3:2]. The catalyst is C(Cl)Cl. The yield is 0.930. The product is [CH2:1]([O:3][C:4]([CH:5]1[CH2:6][CH:7]=[C:11]([CH3:12])[CH2:10]1)=[O:13])[CH3:2]. (4) The reactants are [Br:1][C:2]1[C:3]([S:12]C(C)(C)C)=[C:4]([CH:8]=[CH:9][C:10]=1[I:11])[CH:5]=[N:6]O.C1(C)C=CC(S(O)(=O)=O)=CC=1. The catalyst is C(O)CCC. The product is [Br:1][C:2]1[C:3]2[S:12][N:6]=[CH:5][C:4]=2[CH:8]=[CH:9][C:10]=1[I:11]. The yield is 0.280. (5) The reactants are [Cl:1][C:2]1[CH:3]=[C:4]([CH:38]=[CH:39][CH:40]=1)[O:5][C:6]1[N:7]=[CH:8][C:9]2[N:14]=[C:13]([C:15]3[CH:35]=[C:34]([CH3:36])[C:18]([O:19][CH:20]4[CH2:23][CH:22]([C:24]([O:26]CC5C=CC=CC=5)=[O:25])[CH2:21]4)=[C:17]([CH3:37])[CH:16]=3)[O:12][C:10]=2[N:11]=1. The catalyst is C(OCC)(=O)C.[Pd]. The product is [Cl:1][C:2]1[CH:3]=[C:4]([CH:38]=[CH:39][CH:40]=1)[O:5][C:6]1[N:7]=[CH:8][C:9]2[N:14]=[C:13]([C:15]3[CH:35]=[C:34]([CH3:36])[C:18]([O:19][CH:20]4[CH2:23][CH:22]([C:24]([OH:26])=[O:25])[CH2:21]4)=[C:17]([CH3:37])[CH:16]=3)[O:12][C:10]=2[N:11]=1. The yield is 0.320.